Task: Token-level Classification. Given an antigen amino acid sequence, predict which amino acid positions are active epitope sites capable of antibody binding. Output is a list of indices for active positions.. Dataset: B-cell epitopes from IEDB database with 3,159 antigens for binding position prediction Given the antigen sequence: MGNNIKVTFNPDKIAAWWPAVGTYYTTTYPQNQSVFQPGIYQTTSLINPKNQQELDSVLINRYKQIDWNTWQGFPVDQKFSLVSRDPPPKPYINQSAQTFEIKPGPIIVPGIRDIPRGLVPPQTPTNRDQGRKPTPPTPPLRDTHPHLTMKNQTFHLQGFVDGLRDLTTTERQHNAYRDPFTTLSPAVPTVSTILSPPSTTGDPALSPEMSPSSLLGLLAGLQVVYFLWTKILTIAQNLDWWCTSLSFPGGIPECTGQNSQFQTCKHLPTSCPPTCNGFRWMYLRRFIIYLLVLLLCLIFLLVLLDWKGLIPVCPLQPTTETTVNCRQCTISAQDMYTPPYCCCLKPTAGNCTCWPIPSSWALGNYLWEWALARLSWLNLLVPLLQWLGGISLIAWFLLIWMIWFWGPALLSILPPFIPIFVLFFLIWVYI, which amino acid positions are active epitope sites? The epitope positions are: [149, 150, 151, 152, 153, 154, 155, 156, 157, 158, 159, 160, 161, 162, 163]. The amino acids at these positions are: MKNQTFHLQGFVDGL.